From a dataset of Forward reaction prediction with 1.9M reactions from USPTO patents (1976-2016). Predict the product of the given reaction. (1) Given the reactants [OH:1][C@H:2]1[CH2:19][CH2:18][C@@:17]2([CH3:20])[C@@H:4]([CH2:5][CH2:6][C@@H:7]3[C@@H:16]2[CH2:15][CH2:14][C@@:12]2([CH3:13])[C@H:8]3[CH2:9][CH2:10][C:11]2=[O:21])[CH2:3]1.CC(C)=O.OS(O)(=O)=O.O=[Cr](=O)=O.[OH-].[Na+], predict the reaction product. The product is: [CH3:13][C@:12]12[CH2:14][CH2:15][C@H:16]3[C@@H:7]([CH2:6][CH2:5][C@@H:4]4[C@:17]3([CH3:20])[CH2:18][CH2:19][C:2](=[O:1])[CH2:3]4)[C@@H:8]1[CH2:9][CH2:10][C:11]2=[O:21]. (2) Given the reactants [F:1][C:2]1[CH:7]=[CH:6][C:5]([C:8]2[CH:13]([OH:14])[CH2:12][N:11]([C:15]3[N:20]=[CH:19][N:18]([CH2:21][C:22]4[S:23][C:24]([C:27]([F:30])([F:29])[F:28])=[CH:25][CH:26]=4)[C:17](=[O:31])[N:16]=3)[CH2:10][CH:9]=2)=[CH:4][CH:3]=1.C(=O)(O)[O-].[Na+].CC(OI1(OC(C)=O)(OC(C)=O)OC(=O)C2C=CC=CC1=2)=O, predict the reaction product. The product is: [F:1][C:2]1[CH:3]=[CH:4][C:5]([C:8]2[C:13](=[O:14])[CH2:12][N:11]([C:15]3[N:20]=[CH:19][N:18]([CH2:21][C:22]4[S:23][C:24]([C:27]([F:28])([F:29])[F:30])=[CH:25][CH:26]=4)[C:17](=[O:31])[N:16]=3)[CH2:10][CH:9]=2)=[CH:6][CH:7]=1. (3) The product is: [CH2:1]([O:8][CH2:9][C@@H:10]([OH:17])[CH2:11][C:12]([O:14][CH2:15][CH3:16])=[O:13])[C:2]1[CH:7]=[CH:6][CH:5]=[CH:4][CH:3]=1. Given the reactants [CH2:1]([O:8][CH2:9][C:10](=[O:17])[CH2:11][C:12]([O:14][CH2:15][CH3:16])=[O:13])[C:2]1[CH:7]=[CH:6][CH:5]=[CH:4][CH:3]=1, predict the reaction product.